This data is from Forward reaction prediction with 1.9M reactions from USPTO patents (1976-2016). The task is: Predict the product of the given reaction. (1) Given the reactants O[CH2:2][CH2:3][N:4]([CH2:8][CH2:9][O:10][C:11]1[CH:16]=[CH:15][CH:14]=[CH:13][CH:12]=1)[CH2:5]CO.S(Cl)([Cl:19])=O.[CH:21]([Cl:24])(Cl)Cl, predict the reaction product. The product is: [ClH:19].[Cl:19][CH2:2][CH2:3][N:4]([CH2:5][CH2:21][Cl:24])[CH2:8][CH2:9][O:10][C:11]1[CH:16]=[CH:15][CH:14]=[CH:13][CH:12]=1. (2) Given the reactants [CH3:1][C:2]1[C:3]([C:24]2[CH:29]=[CH:28][CH:27]=[CH:26][CH:25]=2)=[C:4]([O:14][C:15]2[CH:20]=[CH:19][C:18]([N+:21]([O-])=O)=[CH:17][CH:16]=2)[C:5]2[C:10]([CH:11]=1)=[CH:9][C:8]([O:12][CH3:13])=[CH:7][CH:6]=2, predict the reaction product. The product is: [CH3:1][C:2]1[C:3]([C:24]2[CH:29]=[CH:28][CH:27]=[CH:26][CH:25]=2)=[C:4]([O:14][C:15]2[CH:20]=[CH:19][C:18]([NH2:21])=[CH:17][CH:16]=2)[C:5]2[C:10]([CH:11]=1)=[CH:9][C:8]([O:12][CH3:13])=[CH:7][CH:6]=2. (3) Given the reactants [H-].[Na+].[CH:3]1[CH:8]=[CH:7][C:6]([CH2:9][OH:10])=[CH:5][CH:4]=1.Cl[C:12]1[N:20]=[CH:19][N:18]=[C:17]2[C:13]=1[NH:14][CH:15]=[N:16]2, predict the reaction product. The product is: [CH2:9]([O:10][C:12]1[N:20]=[CH:19][N:18]=[C:17]2[C:13]=1[NH:14][CH:15]=[N:16]2)[C:6]1[CH:7]=[CH:8][CH:3]=[CH:4][CH:5]=1. (4) Given the reactants [C:1]([O:5][C:6]([N:8]1[CH2:13][CH2:12][N:11]([C:14]2[C:19](Br)=[CH:18][C:17](Br)=[CH:16][N:15]=2)[CH2:10][CH2:9]1)=[O:7])([CH3:4])([CH3:3])[CH3:2].P([O-])([O-])([O-])=O.[K+].[K+].[K+].[CH:30]1(B(O)O)[CH2:32][CH2:31]1.[C:36]1([CH3:42])C=CC=C[CH:37]=1, predict the reaction product. The product is: [C:1]([O:5][C:6]([N:8]1[CH2:13][CH2:12][N:11]([C:14]2[C:19]([CH:30]3[CH2:32][CH2:31]3)=[CH:18][C:17]([CH:42]3[CH2:36][CH2:37]3)=[CH:16][N:15]=2)[CH2:10][CH2:9]1)=[O:7])([CH3:4])([CH3:3])[CH3:2]. (5) Given the reactants Cl[C:2]1[N:7]=[C:6]([N:8]2[CH2:12][CH2:11][C:10]([CH:15]([CH3:17])[CH3:16])([C:13]#[N:14])[C:9]2=[O:18])[CH:5]=[CH:4][N:3]=1.[N:19]1([C:25]2[CH:31]=[CH:30][C:28]([NH2:29])=[CH:27][CH:26]=2)[CH2:24][CH2:23][O:22][CH2:21][CH2:20]1.C(O)(=O)C, predict the reaction product. The product is: [CH:15]([C:10]1([C:13]#[N:14])[CH2:11][CH2:12][N:8]([C:6]2[CH:5]=[CH:4][N:3]=[C:2]([NH:29][C:28]3[CH:27]=[CH:26][C:25]([N:19]4[CH2:24][CH2:23][O:22][CH2:21][CH2:20]4)=[CH:31][CH:30]=3)[N:7]=2)[C:9]1=[O:18])([CH3:17])[CH3:16].